Dataset: Forward reaction prediction with 1.9M reactions from USPTO patents (1976-2016). Task: Predict the product of the given reaction. Given the reactants [Cl:1][CH2:2][CH2:3][CH2:4][N:5]1[CH2:10][C:9]2[CH:11]=[CH:12][CH:13]=[CH:14][C:8]=2[NH:7][S:6]1(=[O:16])=[O:15].[F:17][C:18]1[CH:23]=[CH:22][C:21](B(O)O)=[CH:20][CH:19]=1, predict the reaction product. The product is: [Cl:1][CH2:2][CH2:3][CH2:4][N:5]1[CH2:10][C:9]2[CH:11]=[CH:12][CH:13]=[CH:14][C:8]=2[N:7]([C:21]2[CH:22]=[CH:23][C:18]([F:17])=[CH:19][CH:20]=2)[S:6]1(=[O:16])=[O:15].